This data is from Full USPTO retrosynthesis dataset with 1.9M reactions from patents (1976-2016). The task is: Predict the reactants needed to synthesize the given product. (1) Given the product [CH3:1][O:2][C:3](=[O:41])[N:4]=[C:5]([S:39][CH3:40])[C:6]([C:20]1[CH:25]=[CH:24][C:23]([O:26][CH3:27])=[C:22]([OH:28])[CH:21]=1)=[N:7][C:8]1[CH:13]=[CH:12][C:11]([C:14]2[N:18]=[C:17]([CH3:19])[O:16][N:15]=2)=[CH:10][CH:9]=1, predict the reactants needed to synthesize it. The reactants are: [CH3:1][O:2][C:3](=[O:41])[N:4]=[C:5]([S:39][CH3:40])[C:6]([C:20]1[CH:25]=[CH:24][C:23]([O:26][CH3:27])=[C:22]([O:28][Si](C(C)C)(C(C)C)C(C)C)[CH:21]=1)=[N:7][C:8]1[CH:13]=[CH:12][C:11]([C:14]2[N:18]=[C:17]([CH3:19])[O:16][N:15]=2)=[CH:10][CH:9]=1.[Cl-].[NH4+].C(OCC)(=O)C. (2) Given the product [Br:12][C:8]1[S:9][CH:10]=[CH:11][C:7]=1[CH2:1][CH2:2][CH2:3][CH2:4][CH2:5][CH3:6], predict the reactants needed to synthesize it. The reactants are: [CH2:1]([C:7]1[CH:11]=[CH:10][S:9][CH:8]=1)[CH2:2][CH2:3][CH2:4][CH2:5][CH3:6].[Br:12]N1C(=O)CCC1=O. (3) Given the product [CH2:1]([O:5][C:6]1[CH:14]=[CH:13][C:12]([O:15][CH2:16][CH:17]([CH3:19])[CH3:18])=[CH:11][C:7]=1[C:8]([C:38]1[CH:39]=[CH:40][C:35]([O:34][CH2:30][CH:31]([CH3:32])[CH3:33])=[C:36]([CH2:41][CH2:42][C:43]([O:45][CH2:46][CH3:47])=[O:44])[CH:37]=1)=[O:10])[CH:2]([CH3:3])[CH3:4], predict the reactants needed to synthesize it. The reactants are: [CH2:1]([O:5][C:6]1[CH:14]=[CH:13][C:12]([O:15][CH2:16][CH:17]([CH3:19])[CH3:18])=[CH:11][C:7]=1[C:8]([OH:10])=O)[CH:2]([CH3:4])[CH3:3].C(Cl)(=O)C(Cl)=O.[Cl-].[Al+3].[Cl-].[Cl-].[CH2:30]([O:34][C:35]1[CH:40]=[CH:39][CH:38]=[CH:37][C:36]=1[CH2:41][CH2:42][C:43]([O:45][CH2:46][CH3:47])=[O:44])[CH:31]([CH3:33])[CH3:32]. (4) Given the product [N:28]1([C:32]([C:34]2[N:35]=[CH:36][C:37]([O:7][C:8]3[CH:9]=[C:10]([CH:21]=[C:22]([O:24][CH:25]([CH3:27])[CH3:26])[CH:23]=3)[C:11]([NH:13][C:14]3[CH:19]=[N:18][C:17]([CH3:20])=[CH:16][N:15]=3)=[O:12])=[CH:38][CH:39]=2)=[O:33])[CH2:31][CH2:30][CH2:29]1, predict the reactants needed to synthesize it. The reactants are: C(=O)([O-])[O-].[Cs+].[Cs+].[OH:7][C:8]1[CH:9]=[C:10]([CH:21]=[C:22]([O:24][CH:25]([CH3:27])[CH3:26])[CH:23]=1)[C:11]([NH:13][C:14]1[CH:19]=[N:18][C:17]([CH3:20])=[CH:16][N:15]=1)=[O:12].[N:28]1([C:32]([C:34]2[CH:39]=[CH:38][C:37](Br)=[CH:36][N:35]=2)=[O:33])[CH2:31][CH2:30][CH2:29]1. (5) Given the product [CH:14]1([C:11]2[CH:12]=[CH:13][C:8]([C:5]3[N:6]=[CH:7][C:2]([NH2:1])=[N:3][CH:4]=3)=[C:9]([F:19])[C:10]=2[O:18][C:21]2[N:26]=[C:25]([CH3:27])[CH:24]=[C:23]([CH3:28])[N:22]=2)[CH2:15][CH2:16][CH2:17]1, predict the reactants needed to synthesize it. The reactants are: [NH2:1][C:2]1[N:3]=[CH:4][C:5]([C:8]2[C:9]([F:19])=[C:10]([OH:18])[C:11]([CH:14]3[CH2:17][CH2:16][CH2:15]3)=[CH:12][CH:13]=2)=[N:6][CH:7]=1.Cl[C:21]1[N:26]=[C:25]([CH3:27])[CH:24]=[C:23]([CH3:28])[N:22]=1. (6) The reactants are: [F:1][C:2]1[CH:3]=[CH:4][C:5]([CH2:11][NH:12][C:13]([C:15]2[C:31]([OH:32])=[C:18]3[C:19](=[O:30])[N:20]([CH3:29])[CH2:21][C@H:22]([C:23]4[CH:28]=[CH:27][CH:26]=[CH:25][CH:24]=4)[N:17]3[N:16]=2)=[O:14])=[C:6]([CH:10]=1)[C:7](O)=[O:8].C1C=[N:37][C:36]2N(O)N=NC=2C=1.C(Cl)CCl.CN.C1COCC1.C(N(CC)CC)C. Given the product [F:1][C:2]1[CH:3]=[CH:4][C:5]([CH2:11][NH:12][C:13]([C:15]2[C:31]([OH:32])=[C:18]3[C:19](=[O:30])[N:20]([CH3:29])[CH2:21][C@H:22]([C:23]4[CH:28]=[CH:27][CH:26]=[CH:25][CH:24]=4)[N:17]3[N:16]=2)=[O:14])=[C:6]([C:7]([NH:37][CH3:36])=[O:8])[CH:10]=1, predict the reactants needed to synthesize it. (7) Given the product [Cl:1][C:2]1[CH:7]=[CH:6][C:5]([NH:8][C:9]([N:21]2[CH2:22][CH2:23][CH2:24][N:18]([C:11]([O:13][C:14]([CH3:17])([CH3:16])[CH3:15])=[O:12])[CH2:19][CH2:20]2)=[S:10])=[CH:4][CH:3]=1, predict the reactants needed to synthesize it. The reactants are: [Cl:1][C:2]1[CH:7]=[CH:6][C:5]([N:8]=[C:9]=[S:10])=[CH:4][CH:3]=1.[C:11]([N:18]1[CH2:24][CH2:23][CH2:22][NH:21][CH2:20][CH2:19]1)([O:13][C:14]([CH3:17])([CH3:16])[CH3:15])=[O:12].